From a dataset of Forward reaction prediction with 1.9M reactions from USPTO patents (1976-2016). Predict the product of the given reaction. (1) Given the reactants CN(C(ON1N=NC2C=CC=NC1=2)=[N+](C)C)C.F[P-](F)(F)(F)(F)F.[F:25][C:26]1[CH:27]=[C:28]([NH:36][C:37]([C@H:39]2[C:48]3[C:43](=[CH:44][C:45]([O:49][CH3:50])=[CH:46][CH:47]=3)[CH2:42][CH2:41][NH:40]2)=[O:38])[CH:29]=[CH:30][C:31]=1[Si:32]([CH3:35])([CH3:34])[CH3:33].CCN(C(C)C)C(C)C.[C:60]([O:64][C:65](=[O:74])[CH2:66][C@H:67]1[CH2:70][C@H:69]([C:71](O)=[O:72])[CH2:68]1)([CH3:63])([CH3:62])[CH3:61], predict the reaction product. The product is: [F:25][C:26]1[CH:27]=[C:28]([NH:36][C:37]([C@H:39]2[C:48]3[C:43](=[CH:44][C:45]([O:49][CH3:50])=[CH:46][CH:47]=3)[CH2:42][CH2:41][N:40]2[C:71]([C@H:69]2[CH2:68][C@H:67]([CH2:66][C:65]([O:64][C:60]([CH3:63])([CH3:62])[CH3:61])=[O:74])[CH2:70]2)=[O:72])=[O:38])[CH:29]=[CH:30][C:31]=1[Si:32]([CH3:33])([CH3:35])[CH3:34]. (2) Given the reactants [CH3:1][C:2]1[O:3][C:4]([CH2:7][C:8]2[CH:13]=[CH:12][C:11]([CH2:14][CH2:15][N+:16]([O-:18])=O)=[CH:10][CH:9]=2)=[CH:5][CH:6]=1.CO.C[O-].[Li+].C(Cl)[Cl:25], predict the reaction product. The product is: [CH3:1][C:2]1[O:3][C:4]([CH2:7][C:8]2[CH:13]=[CH:12][C:11]([CH2:14][C:15]([Cl:25])=[N:16][OH:18])=[CH:10][CH:9]=2)=[CH:5][CH:6]=1. (3) Given the reactants F[C:2]1[N:7]=[C:6]([NH:8][C:9]2[CH:14]=[CH:13][CH:12]=[C:11]([OH:15])[CH:10]=2)[C:5]([F:16])=[CH:4][N:3]=1.[CH3:17][O:18][C:19]1[CH:20]=[C:21]([CH:23]=[CH:24][C:25]=1[O:26][CH3:27])[NH2:22], predict the reaction product. The product is: [CH3:17][O:18][C:19]1[CH:20]=[C:21]([NH:22][C:2]2[N:7]=[C:6]([NH:8][C:9]3[CH:14]=[CH:13][CH:12]=[C:11]([OH:15])[CH:10]=3)[C:5]([F:16])=[CH:4][N:3]=2)[CH:23]=[CH:24][C:25]=1[O:26][CH3:27]. (4) The product is: [ClH:35].[F:1][C@H:2]1[CH2:6][CH2:5][NH:4][C@@H:3]1[C:14]([NH:15][CH2:16][C:17]1[CH:22]=[CH:21][C:20]([F:23])=[C:19]([C:24]2[CH:29]=[N:28][C:27]([C:30]([F:33])([F:32])[F:31])=[CH:26][N:25]=2)[CH:18]=1)=[O:34]. Given the reactants [F:1][C@H:2]1[CH2:6][CH2:5][N:4](C(OC(C)(C)C)=O)[C@@H:3]1[C:14](=[O:34])[NH:15][CH2:16][C:17]1[CH:22]=[CH:21][C:20]([F:23])=[C:19]([C:24]2[CH:29]=[N:28][C:27]([C:30]([F:33])([F:32])[F:31])=[CH:26][N:25]=2)[CH:18]=1.[ClH:35], predict the reaction product. (5) Given the reactants [C:1]([O:5][C:6]([NH:8][C@@H:9]1[CH2:11][C@H:10]1[C:12]1[CH:13]=[C:14]([CH:18]=[CH:19][CH:20]=1)[C:15]([OH:17])=O)=[O:7])([CH3:4])([CH3:3])[CH3:2].Cl.[CH3:22][C:23]1[S:24][C:25]([NH2:28])=[CH:26][N:27]=1.C(N(CC)CC)C.F[P-](F)(F)(F)(F)F.N1(OC(N(C)C)=[N+](C)C)C2N=CC=CC=2N=N1, predict the reaction product. The product is: [CH3:22][C:23]1[S:24][C:25]([NH:28][C:15]([C:14]2[CH:13]=[C:12]([C@@H:10]3[CH2:11][C@H:9]3[NH:8][C:6](=[O:7])[O:5][C:1]([CH3:2])([CH3:3])[CH3:4])[CH:20]=[CH:19][CH:18]=2)=[O:17])=[CH:26][N:27]=1. (6) Given the reactants [N+:1]([C:4]1[CH:25]=[CH:24][CH:23]=[CH:22][C:5]=1[CH2:6][CH2:7][NH:8][CH:9]1[CH2:14][CH2:13][N:12]([CH2:15][C:16]2[CH:21]=[CH:20][CH:19]=[CH:18][CH:17]=2)[CH2:11][CH2:10]1)([O-])=O.[H][H], predict the reaction product. The product is: [NH2:1][C:4]1[CH:25]=[CH:24][CH:23]=[CH:22][C:5]=1[CH2:6][CH2:7][NH:8][CH:9]1[CH2:14][CH2:13][N:12]([CH2:15][C:16]2[CH:21]=[CH:20][CH:19]=[CH:18][CH:17]=2)[CH2:11][CH2:10]1. (7) Given the reactants Br[C:2]1[CH:3]=[C:4]2[C:10]([C:11]3[CH:16]=[CH:15][CH:14]=[CH:13][C:12]=3[O:17][CH3:18])=[N:9][NH:8][C:5]2=[N:6][CH:7]=1.[CH3:19][NH:20][C:21]([C:23]1[CH:28]=[CH:27][C:26](B(O)O)=[CH:25][CH:24]=1)=[O:22].ClCCl, predict the reaction product. The product is: [CH3:18][O:17][C:12]1[CH:13]=[CH:14][CH:15]=[CH:16][C:11]=1[C:10]1[C:4]2[C:5](=[N:6][CH:7]=[C:2]([C:26]3[CH:27]=[CH:28][C:23]([C:21]([NH:20][CH3:19])=[O:22])=[CH:24][CH:25]=3)[CH:3]=2)[NH:8][N:9]=1. (8) Given the reactants [CH3:1][NH2:2].C1COCC1.C[Al](C)C.C1(C)C=CC=CC=1.[F:19][C:20]1[C:21]([C:38]2[N:42]([CH:43]([CH3:45])[CH3:44])[C:41]([CH3:46])=[N:40][CH:39]=2)=[N:22][C:23]([NH:26][C:27]2[CH:28]=[CH:29][C:30]([C:33]([O:35]CC)=O)=[N:31][CH:32]=2)=[N:24][CH:25]=1, predict the reaction product. The product is: [F:19][C:20]1[C:21]([C:38]2[N:42]([CH:43]([CH3:44])[CH3:45])[C:41]([CH3:46])=[N:40][CH:39]=2)=[N:22][C:23]([NH:26][C:27]2[CH:28]=[CH:29][C:30]([C:33]([NH:2][CH3:1])=[O:35])=[N:31][CH:32]=2)=[N:24][CH:25]=1.